Dataset: Catalyst prediction with 721,799 reactions and 888 catalyst types from USPTO. Task: Predict which catalyst facilitates the given reaction. (1) Reactant: S([O-])([O-])(=O)=O.[Na+].[Na+].Cl[C:9](Cl)(Cl)[CH:10]([OH:12])O.[CH3:15][C:16]1[CH:22]=[CH:21][C:20]([CH3:23])=[CH:19][C:17]=1[NH2:18].Cl.Cl.[NH2:26][OH:27]. Product: [CH3:15][C:16]1[CH:22]=[CH:21][C:20]([CH3:23])=[CH:19][C:17]=1[NH:18][C:10](=[O:12])[CH:9]=[N:26][OH:27]. The catalyst class is: 6. (2) Reactant: [F:1][C:2]1[CH:7]=[CH:6][C:5]([CH:8]2[CH:17]([C:18]3[S:19][CH:20]=[CH:21][N:22]=3)[C:16](=O)[C:15]3[C:14]([C:24]([O:26]CC)=O)=[CH:13][CH:12]=[CH:11][C:10]=3[NH:9]2)=[CH:4][CH:3]=1.O.[NH2:30][NH2:31]. Product: [F:1][C:2]1[CH:7]=[CH:6][C:5]([CH:8]2[NH:9][C:10]3[C:15]4[C:16](=[N:30][NH:31][C:24](=[O:26])[C:14]=4[CH:13]=[CH:12][CH:11]=3)[CH:17]2[C:18]2[S:19][CH:20]=[CH:21][N:22]=2)=[CH:4][CH:3]=1. The catalyst class is: 5. (3) Reactant: [Cl:1][C:2]1[CH:19]=[C:18]([O:20][CH3:21])[CH:17]=[C:16]([Cl:22])[C:3]=1[CH2:4][N:5]1C(=O)C2C(=CC=CC=2)C1=O.O.NN. Product: [ClH:1].[Cl:1][C:2]1[CH:19]=[C:18]([O:20][CH3:21])[CH:17]=[C:16]([Cl:22])[C:3]=1[CH2:4][NH2:5]. The catalyst class is: 8. (4) Reactant: [Cl:1][C:2]1[CH:7]=[CH:6][N:5]=[C:4]([NH:8][C:9](=[O:15])[O:10][C:11]([CH3:14])([CH3:13])[CH3:12])[CH:3]=1.CN(C)CCN(C)C.C([Li])CCC.CCCCCC.[I:35]I.S([O-])(O)=O.[Na+]. Product: [Cl:1][C:2]1[CH:7]=[CH:6][N:5]=[C:4]([NH:8][C:9](=[O:15])[O:10][C:11]([CH3:12])([CH3:14])[CH3:13])[C:3]=1[I:35]. The catalyst class is: 7. (5) Reactant: C([O:5][C:6](=[O:42])[CH2:7][O:8][C:9]1[CH:14]=[CH:13][C:12]([CH2:15][CH2:16][C:17]([N:19]2[CH2:40][CH2:39][C:22]3([NH:26]/[C:25](=[N:27]/[C:28]([C:30]4[C:35]([NH2:36])=[N:34][C:33]([NH2:37])=[C:32]([Cl:38])[N:31]=4)=[O:29])/[NH:24][CH2:23]3)[CH2:21][CH2:20]2)=[O:18])=[CH:11][C:10]=1[Cl:41])(C)(C)C.Cl. Product: [Cl:41][C:10]1[CH:11]=[C:12]([CH2:15][CH2:16][C:17]([N:19]2[CH2:20][CH2:21][C:22]3([NH:26]/[C:25](=[N:27]/[C:28]([C:30]4[C:35]([NH2:36])=[N:34][C:33]([NH2:37])=[C:32]([Cl:38])[N:31]=4)=[O:29])/[NH:24][CH2:23]3)[CH2:39][CH2:40]2)=[O:18])[CH:13]=[CH:14][C:9]=1[O:8][CH2:7][C:6]([OH:42])=[O:5]. The catalyst class is: 12. (6) Reactant: [NH2:1][C:2]1[CH:7]=[CH:6][C:5]([S:8]([NH2:11])(=[O:10])=[O:9])=[CH:4][CH:3]=1.[O:12]1[CH2:17][CH2:16][CH:15]([CH:18]=O)[CH2:14][CH2:13]1.C(O[BH-](OC(=O)C)OC(=O)C)(=O)C.[Na+]. Product: [O:12]1[CH2:17][CH2:16][CH:15]([CH2:18][NH:1][C:2]2[CH:7]=[CH:6][C:5]([S:8]([NH2:11])(=[O:9])=[O:10])=[CH:4][CH:3]=2)[CH2:14][CH2:13]1. The catalyst class is: 506.